This data is from TCR-epitope binding with 47,182 pairs between 192 epitopes and 23,139 TCRs. The task is: Binary Classification. Given a T-cell receptor sequence (or CDR3 region) and an epitope sequence, predict whether binding occurs between them. Result: 0 (the TCR does not bind to the epitope). The epitope is LLLGIGILV. The TCR CDR3 sequence is CASSLELGDYEQYF.